This data is from Reaction yield outcomes from USPTO patents with 853,638 reactions. The task is: Predict the reaction yield, written as a fraction of the theoretical maximum amount of product (1.0 means a 100% yield; for example, 0.34 means a 34% yield). (1) The reactants are [NH2:1][NH2:2].[C:3]1(=O)[C:11]2[CH2:10][CH2:9][CH2:8][CH2:7][C:6]=2[C:5](=[O:12])[O:4]1. The catalyst is O.CC(O)=O. The product is [C:5]1(=[O:12])[C:6]2[CH2:7][CH2:8][CH2:9][CH2:10][C:11]=2[C:3](=[O:4])[NH:2][NH:1]1. The yield is 0.960. (2) The reactants are [CH2:1]1[C:11]2=[C:12]3[C:7](=[CH:8][CH:9]=[CH:10]2)[C:6](B(O)O)=[CH:5][CH:4]=[C:3]3[CH2:2]1.Br[C:17]1[C:24]([F:25])=[C:23]([F:26])[C:20]([C:21]#[N:22])=[C:19]([F:27])[C:18]=1[F:28].COC1C=CC=C(OC)C=1C1C=CC=CC=1P(C1CCCCC1)C1CCCCC1.[O-]P([O-])([O-])=O.[K+].[K+].[K+]. The catalyst is C1(C)C=CC=CC=1.C1C=CC(/C=C/C(/C=C/C2C=CC=CC=2)=O)=CC=1.C1C=CC(/C=C/C(/C=C/C2C=CC=CC=2)=O)=CC=1.C1C=CC(/C=C/C(/C=C/C2C=CC=CC=2)=O)=CC=1.[Pd].[Pd]. The product is [CH2:1]1[C:11]2=[C:12]3[C:7](=[CH:8][CH:9]=[CH:10]2)[C:6]([C:17]2[C:18]([F:28])=[C:19]([F:27])[C:20]([C:21]#[N:22])=[C:23]([F:26])[C:24]=2[F:25])=[CH:5][CH:4]=[C:3]3[CH2:2]1. The yield is 0.420. (3) The reactants are O[C:2]1C=C2C(C=C[C:8](=[O:12])[O:9]2)=C[C:3]=1OC.[CH2:15](Cl)CCl.[CH:19]1[CH:20]=[CH:21][C:22]2N(O)N=N[C:23]=2[CH:24]=1.C(N(CC)CC)C. The catalyst is CN(C=O)C.CO. The product is [CH:23]12[CH2:15][CH:20]([CH:19]=[CH:24]1)[CH2:21][CH:22]2[C:8]([OH:12])=[O:9].[CH2:2]=[CH2:3]. The yield is 0.730. (4) The reactants are [Cl:1][C:2]1[CH:7]=[CH:6][C:5]([N:8]2[CH:12]=[C:11]([C:13](Cl)=[O:14])[N:10]=[C:9]2[C:16]2[CH:21]=[CH:20][C:19]([Cl:22])=[CH:18][C:17]=2[Cl:23])=[CH:4][CH:3]=1.[NH2:24][N:25]1[CH2:30][CH2:29][CH2:28][CH2:27][CH2:26]1.C(N(CC)CC)C. The catalyst is ClCCl. The product is [Cl:1][C:2]1[CH:7]=[CH:6][C:5]([N:8]2[CH:12]=[C:11]([C:13]([NH:24][N:25]3[CH2:30][CH2:29][CH2:28][CH2:27][CH2:26]3)=[O:14])[N:10]=[C:9]2[C:16]2[CH:21]=[CH:20][C:19]([Cl:22])=[CH:18][C:17]=2[Cl:23])=[CH:4][CH:3]=1. The yield is 0.260. (5) The reactants are [CH3:1][NH:2][C:3]([C:5]1[C:6]([CH3:11])=[CH:7][CH:8]=[CH:9][CH:10]=1)=O.[C:12]([C:14]1[CH:19]=[CH:18][N:17]=[C:16]([O:20][CH3:21])[CH:15]=1)#[N:13].P(Cl)(Cl)(Cl)=O.[CH2:27]([N:29]1[CH2:34]CN[CH2:31][CH2:30]1)[CH3:28]. The product is [CH2:27]([N:29]1[CH2:30][CH2:31][N:2]([C:3]2[C:5]3[C:6](=[CH:7][CH:8]=[CH:9][CH:10]=3)[CH:11]=[C:12]([C:14]3[CH:19]=[CH:18][N:17]=[C:16]([O:20][CH3:21])[CH:15]=3)[N:13]=2)[CH2:1][CH2:34]1)[CH3:28]. The yield is 0.0920. The catalyst is C(Cl)Cl.CO. (6) The reactants are [I:1][C:2]1[CH:7]=[CH:6][C:5]([C:8]2([C:11]([OH:13])=O)[CH2:10][CH2:9]2)=[CH:4][CH:3]=1.[CH2:26]1[CH2:25]C[CH:23]([N:22]=C=[N:22][CH:23]2[CH2:28][CH2:27][CH2:26][CH2:25]C2)[CH2:28][CH2:27]1.FC1C(O)=C(F)C(F)=C(F)C=1F.N1CCCCC1. The catalyst is CCOC(C)=O.C(Cl)Cl. The product is [I:1][C:2]1[CH:3]=[CH:4][C:5]([C:8]2([C:11]([N:22]3[CH2:23][CH2:28][CH2:27][CH2:26][CH2:25]3)=[O:13])[CH2:9][CH2:10]2)=[CH:6][CH:7]=1. The yield is 0.880. (7) The reactants are [CH3:1][C:2]([C:11]1[S:12][CH:13]=[CH:14][N:15]=1)([CH3:10])[C:3]([O:5][C:6]([CH3:9])([CH3:8])[CH3:7])=[O:4].[Br:16]Br. The catalyst is C(Cl)(Cl)Cl.[O-]S([O-])(=S)=O.[Na+].[Na+].C([O-])(O)=O.[Na+]. The product is [Br:16][C:13]1[S:12][C:11]([C:2]([CH3:1])([CH3:10])[C:3]([O:5][C:6]([CH3:7])([CH3:8])[CH3:9])=[O:4])=[N:15][CH:14]=1. The yield is 0.820.